From a dataset of Reaction yield outcomes from USPTO patents with 853,638 reactions. Predict the reaction yield, written as a fraction of the theoretical maximum amount of product (1.0 means a 100% yield; for example, 0.34 means a 34% yield). (1) The reactants are O[C:2]1[N:3]=[C:4]2[CH:20]([CH3:21])[CH2:19][CH2:18][CH2:17][N:5]2[C:6](=[O:16])[C:7]=1[NH:8][C:9](=[O:15])[CH2:10][C:11]([CH3:14])([CH3:13])[CH3:12].P(Cl)(Cl)([Cl:24])=O.P([O-])(O)(O)=O.[Na+]. The catalyst is O. The product is [Cl:24][C:2]1[N:3]=[C:4]2[CH:20]([CH3:21])[CH2:19][CH2:18][CH2:17][N:5]2[C:6](=[O:16])[C:7]=1[NH:8][C:9](=[O:15])[CH2:10][C:11]([CH3:14])([CH3:13])[CH3:12]. The yield is 0.540. (2) The reactants are C1(P(C2C=CC=CC=2)C2C=CC=CC=2)C=CC=CC=1.CCN(CC)CC.[Si:27]([O:34][C@@H:35]([CH3:61])[C@@H:36]([NH:50][C:51]1[CH:56]=[CH:55][C:54]([C:57]#[N:58])=[C:53]([Cl:59])[C:52]=1[CH3:60])[C:37]([NH:39][NH:40][C:41](=[O:49])[C:42]1[CH:47]=[CH:46][C:45]([I:48])=[CH:44][CH:43]=1)=O)([C:30]([CH3:33])([CH3:32])[CH3:31])([CH3:29])[CH3:28]. The catalyst is C(Cl)Cl. The product is [Si:27]([O:34][C@@H:35]([CH3:61])[C@@H:36]([NH:50][C:51]1[CH:56]=[CH:55][C:54]([C:57]#[N:58])=[C:53]([Cl:59])[C:52]=1[CH3:60])[C:37]1[O:49][C:41]([C:42]2[CH:43]=[CH:44][C:45]([I:48])=[CH:46][CH:47]=2)=[N:40][N:39]=1)([C:30]([CH3:32])([CH3:33])[CH3:31])([CH3:28])[CH3:29]. The yield is 0.880. (3) The reactants are [CH3:1][C:2]1[CH:7]=[C:6]([C@H:8]([OH:24])[CH2:9][CH:10]([C:18]2[CH:23]=[CH:22][CH:21]=[CH:20][CH:19]=2)[C:11]2[CH:16]=[CH:15][CH:14]=[CH:13][C:12]=2[CH3:17])[CH:5]=[CH:4][N:3]=1. The catalyst is C1(C)C=CC=CC=1.[O-2].[O-2].[Mn+4]. The product is [CH3:1][C:2]1[CH:7]=[C:6]([C:8](=[O:24])[CH2:9][C@H:10]([C:18]2[CH:23]=[CH:22][CH:21]=[CH:20][CH:19]=2)[C:11]2[CH:16]=[CH:15][CH:14]=[CH:13][C:12]=2[CH3:17])[CH:5]=[CH:4][N:3]=1. The yield is 0.550. (4) The reactants are [F:1][C:2]1[CH:3]=[C:4]2[C:9](=[C:10]([N+:12]([O-])=O)[CH:11]=1)[NH:8][CH:7]([CH3:15])[CH2:6][CH2:5]2.[H][H]. The catalyst is C(O)C.[Pd].[C]. The product is [F:1][C:2]1[CH:3]=[C:4]2[C:9](=[C:10]([NH2:12])[CH:11]=1)[NH:8][CH:7]([CH3:15])[CH2:6][CH2:5]2. The yield is 0.960.